This data is from Reaction yield outcomes from USPTO patents with 853,638 reactions. The task is: Predict the reaction yield, written as a fraction of the theoretical maximum amount of product (1.0 means a 100% yield; for example, 0.34 means a 34% yield). The reactants are [CH3:1][O:2][C:3]1[CH:4]=[C:5](/[CH:11]=[CH:12]/[C:13]([NH:15][C:16]2[CH:24]=[CH:23][CH:22]=[CH:21][C:17]=2[C:18]([OH:20])=[O:19])=O)[CH:6]=[CH:7][C:8]=1[O:9][CH3:10]. The catalyst is C(OC(=O)C)(=O)C.O. The product is [CH3:1][O:2][C:3]1[CH:4]=[C:5]([CH:6]=[CH:7][C:8]=1[O:9][CH3:10])/[CH:11]=[CH:12]/[C:13]1[O:19][C:18](=[O:20])[C:17]2[CH:21]=[CH:22][CH:23]=[CH:24][C:16]=2[N:15]=1. The yield is 0.880.